From a dataset of Forward reaction prediction with 1.9M reactions from USPTO patents (1976-2016). Predict the product of the given reaction. (1) Given the reactants C[O:2][C:3]([C:5]1[CH:6]=[C:7]2[C:11](=[CH:12][CH:13]=1)[N:10]([CH2:14][C:15]1[CH:20]=[C:19]([O:21][C:22]([F:25])([F:24])[F:23])[CH:18]=[CH:17][C:16]=1[O:26][CH2:27][CH:28]([CH3:30])[CH3:29])[N:9]=[CH:8]2)=[O:4].[OH-].[Na+], predict the reaction product. The product is: [CH2:27]([O:26][C:16]1[CH:17]=[CH:18][C:19]([O:21][C:22]([F:24])([F:25])[F:23])=[CH:20][C:15]=1[CH2:14][N:10]1[C:11]2[C:7](=[CH:6][C:5]([C:3]([OH:4])=[O:2])=[CH:13][CH:12]=2)[CH:8]=[N:9]1)[CH:28]([CH3:30])[CH3:29]. (2) The product is: [OH:23][C:22]1[C:21]2[C:16](=[CH:17][CH:18]=[CH:19][CH:20]=2)[C@@:15]([CH3:29])([CH2:24][CH2:25][CH:26]([CH3:28])[CH3:27])[C:14](=[O:30])[C:13]=1[C:8]1[NH:7][C:6]2[CH:31]=[CH:32][C:3]([NH:2][S:48]([C:40]3[NH:39][C:43]4[CH:44]=[CH:45][CH:46]=[CH:47][C:42]=4[N:41]=3)(=[O:49])=[O:50])=[CH:4][C:5]=2[S:10](=[O:12])(=[O:11])[N:9]=1. Given the reactants Cl.[NH2:2][C:3]1[CH:32]=[CH:31][C:6]2[NH:7][C:8]([C:13]3[C:14](=[O:30])[C@:15]([CH3:29])([CH2:24][CH2:25][CH:26]([CH3:28])[CH3:27])[C:16]4[C:21]([C:22]=3[OH:23])=[CH:20][CH:19]=[CH:18][CH:17]=4)=[N:9][S:10](=[O:12])(=[O:11])[C:5]=2[CH:4]=1.N1C=CC=CC=1.[N:39]1[C:43]2[CH:44]=[CH:45][CH:46]=[CH:47][C:42]=2[NH:41][C:40]=1[S:48](Cl)(=[O:50])=[O:49], predict the reaction product. (3) Given the reactants [Li]CCCC.[CH3:6][O:7][C:8]1[CH:12]=[CH:11][S:10][CH:9]=1.Cl[Si:14]([CH3:17])([CH3:16])[CH3:15], predict the reaction product. The product is: [CH3:15][Si:14]([CH3:17])([CH3:16])[C:9]1[S:10][CH:11]=[CH:12][C:8]=1[O:7][CH3:6].